From a dataset of NCI-60 drug combinations with 297,098 pairs across 59 cell lines. Regression. Given two drug SMILES strings and cell line genomic features, predict the synergy score measuring deviation from expected non-interaction effect. Drug 1: CN(C)N=NC1=C(NC=N1)C(=O)N. Drug 2: N.N.Cl[Pt+2]Cl. Cell line: SW-620. Synergy scores: CSS=-8.67, Synergy_ZIP=5.69, Synergy_Bliss=5.50, Synergy_Loewe=0.202, Synergy_HSA=-0.773.